This data is from Full USPTO retrosynthesis dataset with 1.9M reactions from patents (1976-2016). The task is: Predict the reactants needed to synthesize the given product. (1) Given the product [Cl:14][C:9]1[CH:8]=[C:7]2[C:12](=[C:11]([Cl:13])[CH:10]=1)[CH:4]([NH2:3])[CH2:5][CH2:6]2, predict the reactants needed to synthesize it. The reactants are: CO[N:3]=[C:4]1[C:12]2[C:7](=[CH:8][C:9]([Cl:14])=[CH:10][C:11]=2[Cl:13])[CH2:6][CH2:5]1.[OH-].[Na+]. (2) Given the product [Si:18]([O:8][CH2:7][CH:1]1[CH2:6][CH2:5][CH:4]=[CH:3][CH2:2]1)([C:14]([CH3:17])([CH3:16])[CH3:15])([C:25]1[CH:26]=[CH:27][CH:28]=[CH:29][CH:30]=1)[C:19]1[CH:24]=[CH:23][CH:22]=[CH:21][CH:20]=1, predict the reactants needed to synthesize it. The reactants are: [CH:1]1([CH2:7][OH:8])[CH2:6][CH2:5][CH:4]=[CH:3][CH2:2]1.N1C=CN=C1.[C:14]([Si:18](Cl)([C:25]1[CH:30]=[CH:29][CH:28]=[CH:27][CH:26]=1)[C:19]1[CH:24]=[CH:23][CH:22]=[CH:21][CH:20]=1)([CH3:17])([CH3:16])[CH3:15].CO. (3) Given the product [F:18][C:17]([F:20])([F:19])[C:15]1[CH:14]=[C:13]([CH:21]([C:38]2[N:39]=[N:40][N:41]([CH3:43])[N:42]=2)[N:22]2[C:31]3[C:26](=[CH:27][CH:28]=[C:29]([C:32]([F:33])([F:35])[F:34])[CH:30]=3)[N:25]([CH2:7][CH:1]3[CH2:6][CH2:5][CH2:4][CH2:3][CH2:2]3)[CH:24]([CH2:36][CH3:37])[CH2:23]2)[CH:12]=[C:11]([C:10]([F:9])([F:44])[F:45])[CH:16]=1, predict the reactants needed to synthesize it. The reactants are: [CH:1]1([CH:7]=O)[CH2:6][CH2:5][CH2:4][CH2:3][CH2:2]1.[F:9][C:10]([F:45])([F:44])[C:11]1[CH:12]=[C:13]([CH:21]([C:38]2[N:39]=[N:40][N:41]([CH3:43])[N:42]=2)[N:22]2[C:31]3[C:26](=[CH:27][CH:28]=[C:29]([C:32]([F:35])([F:34])[F:33])[CH:30]=3)[NH:25][CH:24]([CH2:36][CH3:37])[CH2:23]2)[CH:14]=[C:15]([C:17]([F:20])([F:19])[F:18])[CH:16]=1.C(O)(=O)C.[BH-](OC(C)=O)(OC(C)=O)OC(C)=O.[Na+]. (4) Given the product [Br:1][C:2]1[CH:7]=[CH:6][CH:5]=[CH:4][C:3]=1[CH:8]([C:28](=[O:30])[CH3:29])[C:9]([O:11][CH3:12])=[O:10], predict the reactants needed to synthesize it. The reactants are: [Br:1][C:2]1[CH:7]=[CH:6][CH:5]=[CH:4][C:3]=1[CH2:8][C:9]([O:11][CH3:12])=[O:10].[Li+].C[Si]([N-][Si](C)(C)C)(C)C.N1([C:28](=[O:30])[CH3:29])C=CN=C1.CN(C=O)C. (5) Given the product [C:7]([N:5]1[CH:6]=[C:2]([C:16]([OH:18])=[O:17])[CH:3]=[N:4]1)([CH3:10])([CH3:9])[CH3:8], predict the reactants needed to synthesize it. The reactants are: Br[C:2]1[CH:3]=[N:4][N:5]([C:7]([CH3:10])([CH3:9])[CH3:8])[CH:6]=1.[Li]CCCC.[C:16](=[O:18])=[O:17]. (6) Given the product [CH3:31][O:30][C:27]1[CH:26]=[CH:25][C:24]([CH2:23][N:21]2[CH2:22][CH:18]([CH2:17][CH2:16][O:15][C:12]3[CH:11]=[CH:10][C:9]([O:8][C:5]([CH3:7])([CH3:6])[C:4]([OH:34])=[O:3])=[CH:14][CH:13]=3)[N:19]([CH3:33])[C:20]2=[O:32])=[CH:29][CH:28]=1, predict the reactants needed to synthesize it. The reactants are: C([O:3][C:4](=[O:34])[C:5]([O:8][C:9]1[CH:14]=[CH:13][C:12]([O:15][CH2:16][CH2:17][CH:18]2[CH2:22][N:21]([CH2:23][C:24]3[CH:29]=[CH:28][C:27]([O:30][CH3:31])=[CH:26][CH:25]=3)[C:20](=[O:32])[N:19]2[CH3:33])=[CH:11][CH:10]=1)([CH3:7])[CH3:6])C.[OH-].[Na+].